Dataset: Reaction yield outcomes from USPTO patents with 853,638 reactions. Task: Predict the reaction yield, written as a fraction of the theoretical maximum amount of product (1.0 means a 100% yield; for example, 0.34 means a 34% yield). (1) The reactants are [CH2:1]([N:8]1[CH2:31][CH:30]([CH:32]=C)[O:29][C:10]2([CH2:15][CH2:14][N:13]([C:16]([C:18]3[CH:23]=[CH:22][C:21]([O:24][CH:25]([CH3:27])[CH3:26])=[C:20]([CH3:28])[CH:19]=3)=[O:17])[CH2:12][CH2:11]2)[CH2:9]1)[C:2]1[CH:7]=[CH:6][CH:5]=[CH:4][CH:3]=1.[O:34]=[O+][O-].[BH4-].[Na+]. The catalyst is C(Cl)Cl.CO. The product is [CH2:1]([N:8]1[CH2:31][CH:30]([CH2:32][OH:34])[O:29][C:10]2([CH2:15][CH2:14][N:13]([C:16]([C:18]3[CH:23]=[CH:22][C:21]([O:24][CH:25]([CH3:26])[CH3:27])=[C:20]([CH3:28])[CH:19]=3)=[O:17])[CH2:12][CH2:11]2)[CH2:9]1)[C:2]1[CH:7]=[CH:6][CH:5]=[CH:4][CH:3]=1. The yield is 0.340. (2) The reactants are [CH3:1][O:2][C:3]1[CH:10]=[CH:9][CH:8]=[CH:7][C:4]=1[CH:5]=[O:6].C(O[CH2:15][CH:16]=[CH2:17])(=O)C.O.CCN(CC)CC.CC1C(C)=C(C)C(C)=C(C)C=1C. The catalyst is O1CCOCC1. The product is [CH3:1][O:2][C:3]1[CH:10]=[CH:9][CH:8]=[CH:7][C:4]=1[CH:5]([OH:6])[CH2:17][CH:16]=[CH2:15]. The yield is 0.940.